From a dataset of Full USPTO retrosynthesis dataset with 1.9M reactions from patents (1976-2016). Predict the reactants needed to synthesize the given product. The reactants are: I[C:2]1[CH:3]=[N:4][N:5]([CH2:7][CH2:8][C@@:9]([CH3:19])([S:15]([CH3:18])(=[O:17])=[O:16])[C:10]([O:12][CH2:13][CH3:14])=[O:11])[CH:6]=1.[C:20]1(B(O)O)[CH2:24][CH2:23][CH2:22][CH:21]=1.P([O-])([O-])([O-])=O.[K+].[K+].[K+]. Given the product [C:20]1([C:2]2[CH:3]=[N:4][N:5]([CH2:7][CH2:8][C@@:9]([CH3:19])([S:15]([CH3:18])(=[O:17])=[O:16])[C:10]([O:12][CH2:13][CH3:14])=[O:11])[CH:6]=2)[CH2:24][CH2:23][CH2:22][CH:21]=1, predict the reactants needed to synthesize it.